Dataset: Full USPTO retrosynthesis dataset with 1.9M reactions from patents (1976-2016). Task: Predict the reactants needed to synthesize the given product. (1) Given the product [C:9]([N:23]([C:20]1[CH:21]=[CH:22][C:17]([OH:16])=[CH:18][CH:19]=1)[CH2:24][C:25]([OH:27])=[O:26])([O:11][C:12]([CH3:13])([CH3:14])[CH3:15])=[O:10], predict the reactants needed to synthesize it. The reactants are: [C:9](O[C:9]([O:11][C:12]([CH3:15])([CH3:14])[CH3:13])=[O:10])([O:11][C:12]([CH3:15])([CH3:14])[CH3:13])=[O:10].[OH:16][C:17]1[CH:22]=[CH:21][C:20]([NH:23][CH2:24][C:25]([OH:27])=[O:26])=[CH:19][CH:18]=1.[OH-].[Na+]. (2) Given the product [ClH:1].[CH3:32][O:33][C:34](=[O:42])[C:35]1[CH:40]=[CH:39][CH:38]=[C:37]([O:9][CH2:8][CH2:7][CH2:6][N:5]([CH2:4][C:3]2[CH:24]=[CH:25][CH:26]=[C:27]([C:28]([F:29])([F:30])[F:31])[C:2]=2[Cl:1])[CH2:10][CH:11]([C:12]2[CH:17]=[CH:16][CH:15]=[CH:14][CH:13]=2)[C:18]2[CH:19]=[CH:20][CH:21]=[CH:22][CH:23]=2)[CH:36]=1, predict the reactants needed to synthesize it. The reactants are: [Cl:1][C:2]1[C:27]([C:28]([F:31])([F:30])[F:29])=[CH:26][CH:25]=[CH:24][C:3]=1[CH2:4][N:5]([CH2:10][CH:11]([C:18]1[CH:23]=[CH:22][CH:21]=[CH:20][CH:19]=1)[C:12]1[CH:17]=[CH:16][CH:15]=[CH:14][CH:13]=1)[CH2:6][CH2:7][CH2:8][OH:9].[CH3:32][O:33][C:34](=[O:42])[C:35]1[CH:40]=[CH:39][CH:38]=[C:37](O)[CH:36]=1.C1(P(C2C=CC=CC=2)C2C=CC=CC=2)C=CC=CC=1.CC(OC(/N=N/C(OC(C)C)=O)=O)C. (3) Given the product [CH:23]([O:22][C:4]1[C:5]([CH3:21])=[C:6]([CH:20]=[C:2]([O:33][CH3:29])[CH:3]=1)[C:7]([NH:9][CH2:10][C:11]1[C:12](=[O:19])[NH:13][C:14]([CH3:18])=[CH:15][C:16]=1[CH3:17])=[O:8])([CH2:25][CH3:26])[CH3:24], predict the reactants needed to synthesize it. The reactants are: Br[C:2]1[CH:3]=[C:4]([O:22][CH:23]([CH2:25][CH3:26])[CH3:24])[C:5]([CH3:21])=[C:6]([CH:20]=1)[C:7]([NH:9][CH2:10][C:11]1[C:12](=[O:19])[NH:13][C:14]([CH3:18])=[CH:15][C:16]=1[CH3:17])=[O:8].CN1CCC[C:29]1=[O:33].C[O-].[Na+].CO. (4) Given the product [C:18]1([NH:17][C:11]([CH:10]2[CH2:14][CH2:15][CH2:16][N:8]([C:1]([O:3][C:4]([CH3:5])([CH3:6])[CH3:7])=[O:2])[CH2:9]2)=[O:13])[CH:23]=[CH:22][CH:21]=[CH:20][CH:19]=1, predict the reactants needed to synthesize it. The reactants are: [C:1]([N:8]1[CH2:16][CH2:15][CH2:14][CH:10]([C:11]([OH:13])=O)[CH2:9]1)([O:3][C:4]([CH3:7])([CH3:6])[CH3:5])=[O:2].[NH2:17][C:18]1[CH:23]=[CH:22][CH:21]=[CH:20][CH:19]=1.C1CCC(N=C=NC2CCCCC2)CC1. (5) Given the product [CH3:30][N:2]([CH3:1])[CH2:3][CH2:4][NH:5][C:6]([C:8]1[CH:9]=[C:10]([CH:14]2[C:23]([CH3:25])([CH3:24])[CH2:22][C:21]3[C:16](=[CH:17][CH:18]=[C:19]([C:26]([OH:28])=[O:27])[CH:20]=3)[NH:15]2)[CH:11]=[CH:12][CH:13]=1)=[O:7], predict the reactants needed to synthesize it. The reactants are: [CH3:1][N:2]([CH3:30])[CH2:3][CH2:4][NH:5][C:6]([C:8]1[CH:9]=[C:10]([CH:14]2[C:23]([CH3:25])([CH3:24])[CH2:22][C:21]3[C:16](=[CH:17][CH:18]=[C:19]([C:26]([O:28]C)=[O:27])[CH:20]=3)[NH:15]2)[CH:11]=[CH:12][CH:13]=1)=[O:7].[OH-].[Na+]. (6) The reactants are: [Br:1][C:2]1[CH:27]=[CH:26][C:5]([CH2:6][NH:7][N:8]2[C:17](=[O:18])[C:16]3[C:11](=[CH:12][CH:13]=[CH:14][CH:15]=3)[N:10]=[C:9]2[C:19]2[CH:24]=[CH:23][C:22]([F:25])=[CH:21][CH:20]=2)=[CH:4][CH:3]=1.CS(C)=O.[H-].[Na+].I[CH2:35][CH3:36]. Given the product [Br:1][C:2]1[CH:3]=[CH:4][C:5]([CH2:6][N:7]([CH2:35][CH3:36])[N:8]2[C:17](=[O:18])[C:16]3[C:11](=[CH:12][CH:13]=[CH:14][CH:15]=3)[N:10]=[C:9]2[C:19]2[CH:24]=[CH:23][C:22]([F:25])=[CH:21][CH:20]=2)=[CH:26][CH:27]=1, predict the reactants needed to synthesize it. (7) Given the product [NH2:5][C@@H:3]([CH3:4])[CH2:2][NH:1][C:17](=[O:18])[O:19][C:20]([CH3:23])([CH3:22])[CH3:21], predict the reactants needed to synthesize it. The reactants are: [NH2:1][CH2:2][CH:3]([NH2:5])[CH3:4].CCCCCCC=CCCC.[C:17](O[C:17]([O:19][C:20]([CH3:23])([CH3:22])[CH3:21])=[O:18])([O:19][C:20]([CH3:23])([CH3:22])[CH3:21])=[O:18].O. (8) Given the product [Cl:23][C:17]1[CH:16]=[C:15]([C:12]2[C:11]([CH3:24])=[N:10][N:9]([CH2:8][C:5]3[CH:4]=[CH:3][C:2]([C:35]([O:36][CH3:25])=[O:34])=[N:7][CH:6]=3)[C:13]=2[CH3:14])[CH:22]=[CH:21][C:18]=1[C:19]#[N:20], predict the reactants needed to synthesize it. The reactants are: Br[C:2]1[N:7]=[CH:6][C:5]([CH2:8][N:9]2[C:13]([CH3:14])=[C:12]([C:15]3[CH:22]=[CH:21][C:18]([C:19]#[N:20])=[C:17]([Cl:23])[CH:16]=3)[C:11]([CH3:24])=[N:10]2)=[CH:4][CH:3]=1.[CH2:25](N(CC)CC)C.[C]=O.[OH2:34].[CH3:35][OH:36]. (9) Given the product [CH:1]1([CH2:4][O:5][C:6]2[CH:24]=[CH:23][C:9]([CH2:10][N:11]3[CH2:20][CH2:19][C:18]4[C:13](=[CH:14][CH:15]=[C:16]([O:21][S:32]([C:35]([F:38])([F:37])[F:36])(=[O:34])=[O:33])[CH:17]=4)[C:12]3=[O:22])=[CH:8][CH:7]=2)[CH2:3][CH2:2]1, predict the reactants needed to synthesize it. The reactants are: [CH:1]1([CH2:4][O:5][C:6]2[CH:24]=[CH:23][C:9]([CH2:10][N:11]3[CH2:20][CH2:19][C:18]4[C:13](=[CH:14][CH:15]=[C:16]([OH:21])[CH:17]=4)[C:12]3=[O:22])=[CH:8][CH:7]=2)[CH2:3][CH2:2]1.CCN(CC)CC.[S:32](O[S:32]([C:35]([F:38])([F:37])[F:36])(=[O:34])=[O:33])([C:35]([F:38])([F:37])[F:36])(=[O:34])=[O:33].O. (10) Given the product [ClH:37].[CH2:1]([O:3][C:4]1[CH:9]=[CH:8][CH:7]=[CH:6][C:5]=1[C:10]1[C:11]2[C:15]([CH:16]=[CH:17][CH:18]=1)=[N:14][N:13]1[C:19]([CH:24]3[CH2:29][CH2:28][NH:27][CH2:26][CH2:25]3)=[CH:20][C:21](=[O:23])[NH:22][C:12]=21)[CH3:2], predict the reactants needed to synthesize it. The reactants are: [CH2:1]([O:3][C:4]1[CH:9]=[CH:8][CH:7]=[CH:6][C:5]=1[C:10]1[C:11]2[C:15]([CH:16]=[CH:17][CH:18]=1)=[N:14][N:13]1[C:19]([CH:24]3[CH2:29][CH2:28][N:27](C(OC(C)(C)C)=O)[CH2:26][CH2:25]3)=[CH:20][C:21](=[O:23])[NH:22][C:12]=21)[CH3:2].[ClH:37].